This data is from Full USPTO retrosynthesis dataset with 1.9M reactions from patents (1976-2016). The task is: Predict the reactants needed to synthesize the given product. (1) Given the product [Cl:1][C:2]1[CH:3]=[CH:4][C:5]([O:6][C:7]2[CH:29]=[N:28][C:10]3[N:11]([CH3:27])[C:12](=[O:26])[N:13]([CH2:16][CH2:17][CH2:18][O:19][CH:20]=[O:21])[C:14](=[O:15])[C:9]=3[C:8]=2[CH2:30][C:32]2[CH:33]=[CH:34][C:35]([F:38])=[CH:36][CH:37]=2)=[CH:39][CH:40]=1, predict the reactants needed to synthesize it. The reactants are: [Cl:1][C:2]1[CH:40]=[CH:39][C:5]([O:6][C:7]2[CH:29]=[N:28][C:10]3[N:11]([CH3:27])[C:12](=[O:26])[N:13]([CH2:16][CH2:17][CH2:18][O:19][CH:20]4CCCC[O:21]4)[C:14](=[O:15])[C:9]=3[C:8]=2[CH:30]([C:32]2[CH:37]=[CH:36][C:35]([F:38])=[CH:34][CH:33]=2)O)=[CH:4][CH:3]=1. (2) Given the product [F:17][C:13]1[CH:12]=[C:11]([N:10]2[CH2:9][CH:30]([CH2:31][OH:33])[O:29][C:24]2=[O:28])[CH:16]=[CH:15][CH:14]=1, predict the reactants needed to synthesize it. The reactants are: C(O[C:9](=O)[NH:10][C:11]1[CH:16]=[CH:15][CH:14]=[C:13]([F:17])[CH:12]=1)C1C=CC=CC=1.C([Li])CCC.[C:24]([O:29][CH2:30][C@@H:31]1[O:33]C1)(=[O:28])CCC.